This data is from Full USPTO retrosynthesis dataset with 1.9M reactions from patents (1976-2016). The task is: Predict the reactants needed to synthesize the given product. (1) Given the product [Cl:1][C:2]1[CH:20]=[C:19]([Cl:21])[CH:18]=[CH:17][C:3]=1[C:4]([NH:6][S:7]([C:10]1[CH:15]=[CH:14][C:13]([C:24]2[CH:25]=[CH:26][S:22][CH:23]=2)=[CH:12][CH:11]=1)(=[O:9])=[O:8])=[O:5], predict the reactants needed to synthesize it. The reactants are: [Cl:1][C:2]1[CH:20]=[C:19]([Cl:21])[CH:18]=[CH:17][C:3]=1[C:4]([NH:6][S:7]([C:10]1[CH:15]=[CH:14][C:13](I)=[CH:12][CH:11]=1)(=[O:9])=[O:8])=[O:5].[S:22]1[CH:26]=[CH:25][C:24](B(O)O)=[CH:23]1.C([O-])([O-])=O.[Na+].[Na+]. (2) Given the product [Cl:1][C:2]1[CH:7]=[CH:6][C:5]([N:8]2[CH:12]=[CH:11][N:10]=[N:9]2)=[C:4]([C:13]2[N:18]=[CH:17][N:16]=[C:15]([OH:19])[CH:14]=2)[CH:3]=1, predict the reactants needed to synthesize it. The reactants are: [Cl:1][C:2]1[C:3](F)=[C:4]([C:13]2[N:18]=[CH:17][N:16]=[C:15]([OH:19])[CH:14]=2)[C:5]([N:8]2[CH:12]=[CH:11][N:10]=[N:9]2)=[CH:6][CH:7]=1.ClC1C=CC(N)=C(C2C=C(OC)N=CN=2)C=1. (3) Given the product [C:8]([O:12][C:13]([N:15]1[CH2:20][CH2:19][CH:18]([CH2:21][NH:22][C:23](=[O:25])[CH3:24])[CH2:17][CH2:16]1)=[O:14])([CH3:11])([CH3:10])[CH3:9], predict the reactants needed to synthesize it. The reactants are: CCN(CC)CC.[C:8]([O:12][C:13]([N:15]1[CH2:20][CH2:19][CH:18]([CH2:21][NH2:22])[CH2:17][CH2:16]1)=[O:14])([CH3:11])([CH3:10])[CH3:9].[C:23](Cl)(=[O:25])[CH3:24].O. (4) Given the product [NH3:8].[N:11]1([C:14]([C:16]2([C:22]3[CH:23]=[CH:24][C:25]([O:28][CH2:29][CH2:30][CH2:31][N:32]4[CH2:38][CH2:37][CH2:36][O:35][CH2:34][CH2:33]4)=[CH:26][CH:27]=3)[CH2:17][CH2:18][O:19][CH2:20][CH2:21]2)=[O:15])[CH2:10][CH2:9][NH:8][CH2:13][CH2:12]1, predict the reactants needed to synthesize it. The reactants are: C(OC([N:8]1[CH2:13][CH2:12][N:11]([C:14]([C:16]2([C:22]3[CH:27]=[CH:26][C:25]([O:28][CH2:29][CH2:30][CH2:31][N:32]4[CH2:38][CH2:37][CH2:36][O:35][CH2:34][CH2:33]4)=[CH:24][CH:23]=3)[CH2:21][CH2:20][O:19][CH2:18][CH2:17]2)=[O:15])[CH2:10][CH2:9]1)=O)(C)(C)C. (5) Given the product [F:22][C:18]1[CH:17]=[C:16]([C:15]2[S:14][C:13]([CH3:23])=[N:12][C:11]=2[C:9]([N:4]2[C@H:3]([CH2:2][NH:1][C:35]([C:27]3[C:28]4[O:33][CH2:32][O:31][CH2:30][C:29]=4[CH:34]=[C:25]([F:24])[CH:26]=3)=[O:36])[CH2:8][C@H:7]3[C@@H:5]2[CH2:6]3)=[O:10])[CH:21]=[CH:20][CH:19]=1, predict the reactants needed to synthesize it. The reactants are: [NH2:1][CH2:2][C@@H:3]1[CH2:8][C@H:7]2[C@H:5]([CH2:6]2)[N:4]1[C:9]([C:11]1[N:12]=[C:13]([CH3:23])[S:14][C:15]=1[C:16]1[CH:21]=[CH:20][CH:19]=[C:18]([F:22])[CH:17]=1)=[O:10].[F:24][C:25]1[CH:26]=[C:27]([C:35](O)=[O:36])[C:28]2[O:33][CH2:32][O:31][CH2:30][C:29]=2[CH:34]=1. (6) The reactants are: [CH3:1][O:2][C:3]1[CH:8]=[CH:7][C:6]([S:9]([NH:12][C:13]2[CH:18]=[CH:17][CH:16]=[C:15]([C:19]3[C:27]4[C:26]([NH:28][C@H:29]([C:31]5[N:36]([C:37]6[CH:42]=[CH:41][CH:40]=[CH:39][CH:38]=6)[C:35](=[O:43])[C:34]6=[C:44]([CH3:47])[CH:45]=[CH:46][N:33]6[N:32]=5)[CH3:30])=[N:25][CH:24]=[N:23][C:22]=4[N:21](COCC[Si](C)(C)C)[CH:20]=3)[CH:14]=2)(=[O:11])=[O:10])=[CH:5][CH:4]=1.FC(F)(F)C(O)=O.N. Given the product [CH3:1][O:2][C:3]1[CH:4]=[CH:5][C:6]([S:9]([NH:12][C:13]2[CH:18]=[CH:17][CH:16]=[C:15]([C:19]3[C:27]4[C:26]([NH:28][C@H:29]([C:31]5[N:36]([C:37]6[CH:42]=[CH:41][CH:40]=[CH:39][CH:38]=6)[C:35](=[O:43])[C:34]6=[C:44]([CH3:47])[CH:45]=[CH:46][N:33]6[N:32]=5)[CH3:30])=[N:25][CH:24]=[N:23][C:22]=4[NH:21][CH:20]=3)[CH:14]=2)(=[O:10])=[O:11])=[CH:7][CH:8]=1, predict the reactants needed to synthesize it. (7) Given the product [CH:11]1([C:5]2[CH:6]=[N:7][CH:8]=[C:9]([F:10])[C:4]=2[C:1]([NH:30][C:28](=[NH:29])[N:22]2[CH2:27][CH2:26][O:25][CH2:24][CH2:23]2)=[O:3])[CH2:13][CH2:12]1, predict the reactants needed to synthesize it. The reactants are: [C:1]([C:4]1[C:9]([F:10])=[CH:8][NH+:7]=[CH:6][C:5]=1[CH:11]1[CH2:13][CH2:12]1)([OH:3])=O.FC(F)(F)C([O-])=O.Br.[N:22]1([C:28]([NH2:30])=[NH:29])[CH2:27][CH2:26][O:25][CH2:24][CH2:23]1. (8) Given the product [C:8]([Si:5]([CH3:7])([CH3:6])[O:4][CH2:3][CH2:2][N:21]([CH:18]1[CH2:19][CH2:20][N:15]([CH:12]([CH3:14])[CH3:13])[CH2:16][CH2:17]1)[S:22]([CH2:25][CH2:26][NH:27][C:28]([C:30]1[S:31][C:32]([Cl:35])=[CH:33][CH:34]=1)=[O:29])(=[O:23])=[O:24])([CH3:11])([CH3:10])[CH3:9], predict the reactants needed to synthesize it. The reactants are: Br[CH2:2][CH2:3][O:4][Si:5]([C:8]([CH3:11])([CH3:10])[CH3:9])([CH3:7])[CH3:6].[CH:12]([N:15]1[CH2:20][CH2:19][CH:18]([NH:21][S:22]([CH2:25][CH2:26][NH:27][C:28]([C:30]2[S:31][C:32]([Cl:35])=[CH:33][CH:34]=2)=[O:29])(=[O:24])=[O:23])[CH2:17][CH2:16]1)([CH3:14])[CH3:13].